This data is from Catalyst prediction with 721,799 reactions and 888 catalyst types from USPTO. The task is: Predict which catalyst facilitates the given reaction. (1) Reactant: [C:1]([C:3]1[CH:4]=[C:5]([CH:32]=[CH:33][CH:34]=1)[CH2:6][N:7]1[CH2:31][CH2:30][C:10]2([N:14]([C:15]3[CH:20]=[CH:19][CH:18]=[C:17]([F:21])[CH:16]=3)[C:13](=[O:22])[N:12]=[C:11]2[NH:23][CH:24]2[CH2:29][CH2:28][CH2:27][CH2:26][CH2:25]2)[CH2:9][CH2:8]1)#[N:2]. Product: [NH2:2][CH2:1][C:3]1[CH:4]=[C:5]([CH:32]=[CH:33][CH:34]=1)[CH2:6][N:7]1[CH2:31][CH2:30][C:10]2([N:14]([C:15]3[CH:20]=[CH:19][CH:18]=[C:17]([F:21])[CH:16]=3)[C:13](=[O:22])[N:12]=[C:11]2[NH:23][CH:24]2[CH2:29][CH2:28][CH2:27][CH2:26][CH2:25]2)[CH2:9][CH2:8]1. The catalyst class is: 14. (2) Reactant: Cl[C:2]1[CH:7]=[C:6]([CH3:8])[CH:5]=[CH:4][N:3]=1.[C:9]1(B(O)O)[CH:14]=[CH:13][CH:12]=[CH:11][CH:10]=1.C(=O)([O-])[O-].[K+].[K+].C(COC)OC. Product: [CH3:8][C:6]1[CH:5]=[CH:4][N:3]=[C:2]([C:9]2[CH:14]=[CH:13][CH:12]=[CH:11][CH:10]=2)[CH:7]=1. The catalyst class is: 103.